Dataset: Forward reaction prediction with 1.9M reactions from USPTO patents (1976-2016). Task: Predict the product of the given reaction. Given the reactants [CH2:1]([N:3]([CH2:18][CH3:19])[C:4]1[CH:13]=[C:12]2[C:7]([CH:8]=[C:9]([C:15]([OH:17])=O)[C:10](=[O:14])[O:11]2)=[CH:6][CH:5]=1)[CH3:2].[N:20]1([C:26]([O:28][C:29]([CH3:32])([CH3:31])[CH3:30])=[O:27])[CH2:25][CH2:24][NH:23][CH2:22][CH2:21]1.C1C=CC2N(O)N=NC=2C=1.CCN=C=NCCCN(C)C.Cl, predict the reaction product. The product is: [CH2:18]([N:3]([CH2:1][CH3:2])[C:4]1[CH:13]=[C:12]2[C:7]([CH:8]=[C:9]([C:15]([N:23]3[CH2:22][CH2:21][N:20]([C:26]([O:28][C:29]([CH3:32])([CH3:31])[CH3:30])=[O:27])[CH2:25][CH2:24]3)=[O:17])[C:10](=[O:14])[O:11]2)=[CH:6][CH:5]=1)[CH3:19].